The task is: Predict the reactants needed to synthesize the given product.. This data is from Full USPTO retrosynthesis dataset with 1.9M reactions from patents (1976-2016). (1) Given the product [Cl:22][S:18]([C:6]1[CH:5]=[C:4]([CH2:8][C:9]([O:11][CH3:12])=[O:10])[CH:3]=[CH:2][CH:7]=1)(=[O:20])=[O:19], predict the reactants needed to synthesize it. The reactants are: S[C:2]1[CH:3]=[C:4]([CH2:8][C:9]([O:11][CH3:12])=[O:10])[CH:5]=[CH:6][CH:7]=1.[N+]([O-])([O-])=O.[K+].[S:18]([Cl:22])(Cl)(=[O:20])=[O:19].C(=O)(O)[O-].[Na+]. (2) Given the product [NH:14]([C:12]1[O:13][C:9]([C:5]2[CH:4]=[C:3]([OH:2])[CH:8]=[CH:7][CH:6]=2)=[CH:10][N:11]=1)[C:15]1[CH:16]=[CH:17][CH:18]=[CH:19][CH:20]=1, predict the reactants needed to synthesize it. The reactants are: C[O:2][C:3]1[CH:4]=[C:5]([C:9]2[O:13][C:12]([NH:14][C:15]3[CH:20]=[CH:19][CH:18]=[CH:17][CH:16]=3)=[N:11][CH:10]=2)[CH:6]=[CH:7][CH:8]=1.B(Br)(Br)Br. (3) Given the product [CH3:2][Si:3]([CH3:9])([CH3:8])[CH2:4][CH2:5][O:6][N:7]=[CH:10][C:11]1[CH:16]=[CH:15][CH:14]=[CH:13][CH:12]=1, predict the reactants needed to synthesize it. The reactants are: Cl.[CH3:2][Si:3]([CH3:9])([CH3:8])[CH2:4][CH2:5][O:6][NH2:7].[CH:10](=O)[C:11]1[CH:16]=[CH:15][CH:14]=[CH:13][CH:12]=1.